This data is from Forward reaction prediction with 1.9M reactions from USPTO patents (1976-2016). The task is: Predict the product of the given reaction. Given the reactants C(O[C:5](=[O:7])C)(=O)C.C(O)=O.C(OC(=O)C)=O.[NH2:17][CH2:18][C:19]1[CH:24]=[CH:23][C:22]([CH2:25][N:26]2[CH2:31][CH2:30][N:29]([C:32]3[N:37]=[CH:36][CH:35]=[CH:34][N:33]=3)[CH2:28][CH2:27]2)=[CH:21][CH:20]=1, predict the reaction product. The product is: [N:33]1[CH:34]=[CH:35][CH:36]=[N:37][C:32]=1[N:29]1[CH2:30][CH2:31][N:26]([CH2:25][C:22]2[CH:23]=[CH:24][C:19]([CH2:18][NH:17][CH:5]=[O:7])=[CH:20][CH:21]=2)[CH2:27][CH2:28]1.